This data is from Experimentally validated miRNA-target interactions with 360,000+ pairs, plus equal number of negative samples. The task is: Binary Classification. Given a miRNA mature sequence and a target amino acid sequence, predict their likelihood of interaction. (1) The miRNA is hsa-miR-764 with sequence GCAGGUGCUCACUUGUCCUCCU. The protein sequence of the target gene is MAASKPVEAAVVAAAVPSSGSGVGGGGTAGPGTGGLPRWQLALAVGAPLLLGAGAIYLWSRQQRRREARGRGDASGLKRNSERKTPEGRASPAPGSGHPEGPGAHLDMNSLDRAQAAKNKGNKYFKAGKYEQAIQCYTEAISLCPTEKNVDLSTFYQNRAAAFEQLQKWKEVAQDCTKAVELNPKYVKALFRRAKAHEKLDNKKECLEDVTAVCILEGFQNQQSMLLADKVLKLLGKEKAKEKYKNREPLMPSPQFIKSYFSSFTDDIISQPMLKGEKSDEDKDKEGEALEVKENSGYLK.... Result: 1 (interaction). (2) The miRNA is hsa-miR-93-5p with sequence CAAAGUGCUGUUCGUGCAGGUAG. Result: 1 (interaction). The protein sequence of the target gene is MILLQHAVLPPPKQPSPSPPMSVATRSTGTLQLPPQKPFGQEASLPLAGEEELSKGGEQDCALEELCKPLYCKLCNVTLNSAQQAQAHYQGKNHGKKLRNYYAANSCPPPARMSNVVEPAATPVVPVPPQMGSFKPGGRVILATENDYCKLCDASFSSPAVAQAHYQGKNHAKRLRLAEAQSNSFSESSELGQRRARKEGNEFKMMPNRRNMYTVQNNSAGPYFNPRSRQRIPRDLAMCVTPSGQFYCSMCNVGAGEEMEFRQHLESKQHKSKVSEQRYRNEMENLGYV. (3) The miRNA is hsa-miR-365b-5p with sequence AGGGACUUUCAGGGGCAGCUGU. The protein sequence of the target gene is MASDSGGPGVLSASERDRQYCELCGKMENLLRCGRCRSSFYCCKEHQRQDWKKHKLVCQGGEAPRAQPAPAQPRVAPPPGGAPGAARAGGAARRGDSAAASRVPGPEDAAQARSGPGPAEPGSEDPPLSRSPGPERASLCPAGGGPGEALSPGGGLRPNGQTKPLPALKLALEYIVPCMNKHGICVVDDFLGRETGQQIGDEVRALHDTGKFTDGQLVSQKSDSSKDIRGDQITWIEGKEPGCETIGLLMSSMDDLIRHCSGKLGNYRINGRTKAMVACYPGNGTGYVRHVDNPNGDGRC.... Result: 0 (no interaction). (4) The miRNA is hsa-miR-3680-5p with sequence GACUCACUCACAGGAUUGUGCA. The protein sequence of the target gene is MEGLTLSDAEQKYYSDLFSYCDIESTKKVVVNGRVLELFRAAQLPNDVVLQIMELCGATRLGYFGRSQFYIALKLVAVAQSGFPLRVESINTVKDLPLPRFVASKNEQESRHAASYSSDSENQGSYSGVIPPPPGRGQVKKGSVSHDTVQPRTSADAQEPASPVVSPQQSPPTSPHTWRKHSRHPSGGNSERPLAGPGPFWSPFGEAQSGSSAGDAVWSGHSPPPPQENWVSFADTPPTSTLLTMHPASVQDQTTVRTVASATTAIEIRRQSSSYDDPWKITDEQRQYYVNQFKTIQPDL.... Result: 0 (no interaction). (5) The miRNA is hsa-miR-1303 with sequence UUUAGAGACGGGGUCUUGCUCU. The protein sequence of the target gene is MSGVRGLSRLLSARRLALAKAWPTVLQTGTRGFHFTVDGNKRASAKVSDSISAQYPVVDHEFDAVVVGAGGAGLRAAFGLSEAGFNTACVTKLFPTRSHTVAAQGGINAALGNMEEDNWRWHFYDTVKGSDWLGDQDAIHYMTEQAPAAVVELENYGMPFSRTEDGKIYQRAFGGQSLKFGKGGQAHRCCCVADRTGHSLLHTLYGRSLRYDTSYFVEYFALDLLMENGECRGVIALCIEDGSIHRIRAKNTVVATGGYGRTYFSCTSAHTSTGDGTAMITRAGLPCQDLEFVQFHPTGI.... Result: 0 (no interaction).